Dataset: Forward reaction prediction with 1.9M reactions from USPTO patents (1976-2016). Task: Predict the product of the given reaction. (1) Given the reactants O1CCCCC1[N:7]1[C:15]2[C:10](=[CH:11][C:12]([C:16]3[N:20]=[CH:19][N:18](C(C4C=CC=CC=4)(C4C=CC=CC=4)C4C=CC=CC=4)[N:17]=3)=[CH:13][CH:14]=2)[C:9]([C:40]2[CH:41]=[C:42]([NH2:46])[CH:43]=[CH:44][CH:45]=2)=[N:8]1.[Cl-:47].[OH2:48], predict the reaction product. The product is: [NH:18]1[CH:19]=[N:20][C:16]([C:12]2[CH:11]=[C:10]3[C:15](=[CH:14][CH:13]=2)[NH:7][N:8]=[C:9]3[C:40]2[CH:41]=[C:42]([NH:46][C:9]([C:10]3[CH:15]=[CH:14][C:13]([Cl:47])=[CH:12][CH:11]=3)=[O:48])[CH:43]=[CH:44][CH:45]=2)=[N:17]1. (2) Given the reactants C1(S(O[CH2:11][CH2:12][C:13]2([OH:29])[CH2:18][CH2:17][N:16]([C:19]3[CH:24]=[C:23]([O:25][CH3:26])[C:22]([Cl:27])=[CH:21][C:20]=3[Cl:28])[CH2:15][CH2:14]2)(=O)=O)C=CC=CC=1.[Br-:30].[K+].C1OCCOCCOCCOCCOCCOC1, predict the reaction product. The product is: [Br:30][CH2:11][CH2:12][C:13]1([OH:29])[CH2:18][CH2:17][N:16]([C:19]2[CH:24]=[C:23]([O:25][CH3:26])[C:22]([Cl:27])=[CH:21][C:20]=2[Cl:28])[CH2:15][CH2:14]1. (3) Given the reactants [Br:1][C:2]1[C:3]([CH3:11])=[C:4]2[CH:10]=[CH:9][NH:8][C:5]2=[N:6][CH:7]=1.[Cl:12]N1C(=O)CCC1=O.O, predict the reaction product. The product is: [Br:1][C:2]1[C:3]([CH3:11])=[C:4]2[C:10]([Cl:12])=[CH:9][NH:8][C:5]2=[N:6][CH:7]=1. (4) Given the reactants [CH3:1][C:2]1[C:7](OS(C(F)(F)F)(=O)=O)=[CH:6][CH:5]=[CH:4][N:3]=1.Cl[C:17]1[CH:22]=CC(C#C)=CN=1, predict the reaction product. The product is: [CH3:1][C:2]1[C:7]([C:17]#[CH:22])=[CH:6][CH:5]=[CH:4][N:3]=1. (5) Given the reactants [N:1]1[S:5][N:4]=[C:3]2[CH:6]=[C:7]([CH:10]=O)[CH:8]=[CH:9][C:2]=12.[NH2:12][CH:13]1[CH2:18][CH2:17][C:16]([CH2:20][CH2:21][C:22]2[C:31]3[C:26](=[CH:27][CH:28]=[C:29]([O:32][CH3:33])[CH:30]=3)[N:25]=[CH:24][N:23]=2)([OH:19])[CH2:15][CH2:14]1.C(O[BH-](OC(=O)C)OC(=O)C)(=O)C.[Na+], predict the reaction product. The product is: [N:1]1[S:5][N:4]=[C:3]2[CH:6]=[C:7]([CH2:10][NH:12][CH:13]3[CH2:18][CH2:17][C:16]([CH2:20][CH2:21][C:22]4[C:31]5[C:26](=[CH:27][CH:28]=[C:29]([O:32][CH3:33])[CH:30]=5)[N:25]=[CH:24][N:23]=4)([OH:19])[CH2:15][CH2:14]3)[CH:8]=[CH:9][C:2]=12. (6) Given the reactants [NH:1]1[CH2:9][CH2:8][CH:4]([C:5]([OH:7])=[O:6])[CH2:3][CH2:2]1.C(=O)([O-])[O-].[K+].[K+].Cl[C:17]([O:19][CH2:20][C:21]1[CH:26]=[CH:25][CH:24]=[CH:23][CH:22]=1)=[O:18], predict the reaction product. The product is: [CH2:20]([O:19][C:17]([N:1]1[CH2:9][CH2:8][CH:4]([C:5]([OH:7])=[O:6])[CH2:3][CH2:2]1)=[O:18])[C:21]1[CH:26]=[CH:25][CH:24]=[CH:23][CH:22]=1. (7) Given the reactants [C:1]([C:3]1[S:7][CH:6]=[C:5]([C:8]2[C:12]3[C:13](=[O:21])[NH:14][CH:15]=[C:16]([C:17]([O:19][CH3:20])=[O:18])[C:11]=3[N:10]([CH:22]3[CH2:26][CH2:25][CH2:24][CH2:23]3)[CH:9]=2)[CH:4]=1)#[N:2].[C:27](=[O:30])([O-])[OH:28].[Na+].Cl.[NH2:33]O.O, predict the reaction product. The product is: [CH:22]1([N:10]2[C:11]3[C:16]([C:17]([O:19][CH3:20])=[O:18])=[CH:15][NH:14][C:13](=[O:21])[C:12]=3[C:8]([C:5]3[CH:4]=[C:3]([C:1]4[NH:33][C:27](=[O:30])[O:28][N:2]=4)[S:7][CH:6]=3)=[CH:9]2)[CH2:26][CH2:25][CH2:24][CH2:23]1. (8) Given the reactants [CH2:1]([OH:12])[C@H:2]([C@H:4]([C@@H:6]([C@@H:8]([CH2:10][OH:11])[OH:9])[OH:7])[OH:5])[OH:3].C(O)[C@@H](O)[C@H](O)[C@H](O)[C@@H](O)CO.OC[C@@H]([C@H]([C@@H]([C@@H](CO)O)O)O)O.C(O)[C@@H]([C@H]([C@@H]([C@H](CO)O)O)O)O, predict the reaction product. The product is: [CH2:10]([OH:11])[C@@H:8]([C@@H:6]([C@@H:4]([C@@H:2]([CH2:1][OH:12])[OH:3])[OH:5])[OH:7])[OH:9].